Regression. Given a peptide amino acid sequence and an MHC pseudo amino acid sequence, predict their binding affinity value. This is MHC class I binding data. From a dataset of Peptide-MHC class I binding affinity with 185,985 pairs from IEDB/IMGT. The peptide sequence is TPALAARGF. The MHC is HLA-A02:06 with pseudo-sequence HLA-A02:06. The binding affinity (normalized) is 0.0847.